Dataset: Reaction yield outcomes from USPTO patents with 853,638 reactions. Task: Predict the reaction yield, written as a fraction of the theoretical maximum amount of product (1.0 means a 100% yield; for example, 0.34 means a 34% yield). (1) The reactants are [C:1]([O:5][C:6](=[O:22])[NH:7][CH2:8][CH2:9][C:10]1[C:18]2[C:13](=[CH:14][C:15]([N+:19]([O-])=O)=[CH:16][CH:17]=2)[NH:12][CH:11]=1)([CH3:4])([CH3:3])[CH3:2]. The catalyst is CCO.[Ni]. The product is [C:1]([O:5][C:6](=[O:22])[NH:7][CH2:8][CH2:9][C:10]1[C:18]2[C:13](=[CH:14][C:15]([NH2:19])=[CH:16][CH:17]=2)[NH:12][CH:11]=1)([CH3:4])([CH3:2])[CH3:3]. The yield is 0.670. (2) The reactants are [N:1]1([C:7]([C:9]2[S:10][CH:11]=[CH:12][CH:13]=2)=[O:8])[CH2:6][CH2:5][NH:4][CH2:3][CH2:2]1.Cl[C:15]1[C:24]2[C:19](=[CH:20][CH:21]=[CH:22][CH:23]=2)[N:18]([CH2:25][C:26]2[CH:31]=[CH:30][C:29]([F:32])=[CH:28][CH:27]=2)[C:17](=[O:33])[C:16]=1[C:34]#[N:35]. The catalyst is C1(C)C=CC=CC=1. The product is [F:32][C:29]1[CH:28]=[CH:27][C:26]([CH2:25][N:18]2[C:19]3[C:24](=[CH:23][CH:22]=[CH:21][CH:20]=3)[C:15]([N:4]3[CH2:5][CH2:6][N:1]([C:7]([C:9]4[S:10][CH:11]=[CH:12][CH:13]=4)=[O:8])[CH2:2][CH2:3]3)=[C:16]([C:34]#[N:35])[C:17]2=[O:33])=[CH:31][CH:30]=1. The yield is 0.970. (3) The reactants are [H-].[H-].[H-].[H-].[Li+].[Al+3].[F:7][C:8]1[CH:13]=[CH:12][C:11]([C:14]2[C:19]([C:20]3[CH:25]=[CH:24][N:23]=[CH:22][CH:21]=3)=[C:18]([C:26]3[CH:31]=[CH:30][C:29]([F:32])=[CH:28][CH:27]=3)[N:17]=[C:16]3[NH:33][N:34]=[C:35]([C:36]#[N:37])[C:15]=23)=[CH:10][CH:9]=1.[OH-].[Na+]. The yield is 0.470. The catalyst is C(OCC)C.O.C1COCC1. The product is [NH2:37][CH2:36][C:35]1[C:15]2[C:16](=[N:17][C:18]([C:26]3[CH:31]=[CH:30][C:29]([F:32])=[CH:28][CH:27]=3)=[C:19]([C:20]3[CH:25]=[CH:24][N:23]=[CH:22][CH:21]=3)[C:14]=2[C:11]2[CH:12]=[CH:13][C:8]([F:7])=[CH:9][CH:10]=2)[NH:33][N:34]=1. (4) The reactants are [CH2:1]([N:9]1[CH2:14][CH2:13][NH:12][CH2:11][CH2:10]1)[CH2:2][C:3]1[CH:8]=[CH:7][CH:6]=[CH:5][CH:4]=1.CCN(C(C)C)C(C)C.Cl[C:25]1[C:30]([Cl:31])=[CH:29][N:28]=[C:27]([NH2:32])[C:26]=1[N+:33]([O-:35])=[O:34]. The catalyst is CC(O)C. The product is [Cl:31][C:30]1[C:25]([N:12]2[CH2:11][CH2:10][N:9]([CH2:1][CH2:2][C:3]3[CH:4]=[CH:5][CH:6]=[CH:7][CH:8]=3)[CH2:14][CH2:13]2)=[C:26]([N+:33]([O-:35])=[O:34])[C:27]([NH2:32])=[N:28][CH:29]=1. The yield is 0.640. (5) The reactants are [CH3:1][N:2]1[C:10]2[C:5](=[CH:6][C:7]([O:11][CH2:12][CH2:13][CH2:14][O:15][C:16]3[CH:17]=[C:18]4[C:22](=[CH:23][CH:24]=3)[C@H:21]([CH2:25][C:26]([O:28]CC)=[O:27])[CH2:20][CH2:19]4)=[CH:8][CH:9]=2)[CH:4]=[CH:3]1.O[Li].O. The catalyst is C1COCC1.O. The product is [CH3:1][N:2]1[C:10]2[C:5](=[CH:6][C:7]([O:11][CH2:12][CH2:13][CH2:14][O:15][C:16]3[CH:17]=[C:18]4[C:22](=[CH:23][CH:24]=3)[C@H:21]([CH2:25][C:26]([OH:28])=[O:27])[CH2:20][CH2:19]4)=[CH:8][CH:9]=2)[CH:4]=[CH:3]1. The yield is 0.930. (6) The reactants are Cl[C:2]1[CH:7]=[N:6][CH:5]=[C:4]([Cl:8])[N:3]=1.[OH:9][CH:10]1[CH2:15][CH2:14][N:13]([C:16]([O:18][C:19]([CH3:22])([CH3:21])[CH3:20])=[O:17])[CH2:12][CH2:11]1. The catalyst is CCN(CC)CC. The product is [Cl:8][C:4]1[N:3]=[C:2]([O:9][CH:10]2[CH2:11][CH2:12][N:13]([C:16]([O:18][C:19]([CH3:22])([CH3:21])[CH3:20])=[O:17])[CH2:14][CH2:15]2)[CH:7]=[N:6][CH:5]=1. The yield is 0.900. (7) The reactants are [F:1][C:2]1([F:8])[CH2:5][CH:4]([CH2:6][OH:7])[CH2:3]1.C(N(CC)CC)C.[CH3:16][C:17]1[CH:22]=[CH:21][C:20]([S:23](Cl)(=[O:25])=[O:24])=[CH:19][CH:18]=1. The catalyst is CN(C)C1C=CN=CC=1.C(Cl)Cl.O. The product is [CH3:16][C:17]1[CH:22]=[CH:21][C:20]([S:23]([O:7][CH2:6][CH:4]2[CH2:5][C:2]([F:8])([F:1])[CH2:3]2)(=[O:25])=[O:24])=[CH:19][CH:18]=1. The yield is 0.970. (8) The reactants are I[C:2]1[CH:7]=[CH:6][C:5]([C:8]2[N:12]=[C:11]([C:13]3[CH:17]=[C:16]([CH3:18])[N:15]([CH2:19][C:20]4[CH:25]=[CH:24][C:23]([CH3:26])=[CH:22][CH:21]=4)[N:14]=3)[O:10][N:9]=2)=[CH:4][CH:3]=1.[NH:27]1[CH2:32][CH2:31][O:30][CH2:29][CH2:28]1.C(=O)([O-])[O-].[K+].[K+].C1(P(C2CCCCC2)C2C=CC=CC=2C2C(C(C)(C)C)=CC(C(C)(C)C)=CC=2C(C)(C)C)CCCCC1. The catalyst is C1C=CC(/C=C/C(/C=C/C2C=CC=CC=2)=O)=CC=1.C1C=CC(/C=C/C(/C=C/C2C=CC=CC=2)=O)=CC=1.C1C=CC(/C=C/C(/C=C/C2C=CC=CC=2)=O)=CC=1.[Pd].[Pd].C(OCC)(=O)C.O.C(O)(C)(C)C.CN(C=O)C. The product is [CH3:18][C:16]1[N:15]([CH2:19][C:20]2[CH:25]=[CH:24][C:23]([CH3:26])=[CH:22][CH:21]=2)[N:14]=[C:13]([C:11]2[O:10][N:9]=[C:8]([C:5]3[CH:6]=[CH:7][C:2]([N:27]4[CH2:32][CH2:31][O:30][CH2:29][CH2:28]4)=[CH:3][CH:4]=3)[N:12]=2)[CH:17]=1. The yield is 0.200.